This data is from Forward reaction prediction with 1.9M reactions from USPTO patents (1976-2016). The task is: Predict the product of the given reaction. (1) The product is: [NH2:1][C:2]1[N:7]=[C:6]([C:8]2[O:9][CH:10]=[CH:11][CH:12]=2)[C:5]([C:13]#[N:14])=[C:4]([NH:25][CH2:24][CH2:23][C:17]2[CH:22]=[CH:21][CH:20]=[CH:19][CH:18]=2)[N:3]=1. Given the reactants [NH2:1][C:2]1[N:7]=[C:6]([C:8]2[O:9][CH:10]=[CH:11][CH:12]=2)[C:5]([C:13]#[N:14])=[C:4](SC)[N:3]=1.[C:17]1([CH2:23][CH2:24][NH2:25])[CH:22]=[CH:21][CH:20]=[CH:19][CH:18]=1, predict the reaction product. (2) Given the reactants [CH:1]1[CH:6]=[CH:5][C:4]([CH2:7][O:8][CH2:9][C@@H:10]([N:14]([CH2:33][C:34]([OH:36])=[O:35])[CH2:15][CH2:16][N:17]([CH2:29][C:30]([OH:32])=[O:31])[CH2:18][CH2:19][N:20]([CH2:25][C:26]([OH:28])=[O:27])[CH2:21][C:22]([OH:24])=[O:23])[C:11]([OH:13])=[O:12])=[CH:3][CH:2]=1.[NH:37]([CH2:39][C@@H:40]([C@H:42]([C@@H:44]([C@@H:46]([CH2:48][OH:49])[OH:47])[OH:45])[OH:43])[OH:41])[CH3:38], predict the reaction product. The product is: [CH:1]1[CH:6]=[CH:5][C:4]([CH2:7][O:8][CH2:9][C@@H:10]([N:14]([CH2:33][C:34]([OH:36])=[O:35])[CH2:15][CH2:16][N:17]([CH2:29][C:30]([OH:32])=[O:31])[CH2:18][CH2:19][N:20]([CH2:21][C:22]([OH:24])=[O:23])[CH2:25][C:26]([OH:28])=[O:27])[C:11]([OH:13])=[O:12])=[CH:3][CH:2]=1.[NH:37]([CH2:39][C@@H:40]([C@H:42]([C@@H:44]([C@@H:46]([CH2:48][OH:49])[OH:47])[OH:45])[OH:43])[OH:41])[CH3:38].